From a dataset of Reaction yield outcomes from USPTO patents with 853,638 reactions. Predict the reaction yield, written as a fraction of the theoretical maximum amount of product (1.0 means a 100% yield; for example, 0.34 means a 34% yield). (1) The reactants are CC1(C)CCCC(C)(C)N1.C([Li])CCC.[F:16][C:17]1[C:22]([CH2:23][C:24]([CH3:27])([CH3:26])[CH3:25])=[CH:21][CH:20]=[C:19]([F:28])[N:18]=1.[Si:29]([O:36][C:37]1([CH2:41]/[CH:42]=[N:43]/[S@@:44]([C:46]([CH3:49])([CH3:48])[CH3:47])=[O:45])[CH2:40][CH2:39][CH2:38]1)([C:32]([CH3:35])([CH3:34])[CH3:33])([CH3:31])[CH3:30].N#N. The catalyst is C1COCC1. The product is [Si:29]([O:36][C:37]1([CH2:41][C@H:42]([NH:43][S:44]([C:46]([CH3:49])([CH3:48])[CH3:47])=[O:45])[C:20]2[C:19]([F:28])=[N:18][C:17]([F:16])=[C:22]([CH2:23][C:24]([CH3:25])([CH3:27])[CH3:26])[CH:21]=2)[CH2:40][CH2:39][CH2:38]1)([C:32]([CH3:34])([CH3:35])[CH3:33])([CH3:31])[CH3:30]. The yield is 0.110. (2) The reactants are [CH3:1][O:2][C:3]1[CH:8]=[CH:7][C:6]([O:9][C:10](=[O:12])[CH3:11])=[CH:5][CH:4]=1.C([O-])(=O)C.[Na+].[Br:18]Br. The catalyst is C(O)(=O)C. The product is [Br:18][C:4]1[CH:5]=[C:6]([O:9][C:10](=[O:12])[CH3:11])[CH:7]=[CH:8][C:3]=1[O:2][CH3:1]. The yield is 0.810. (3) The reactants are [NH:1]1[CH2:5][CH2:4][CH2:3][CH2:2]1.[CH2:6]=[C:7]1[O:11][C:9](=[O:10])[CH2:8]1. The catalyst is O1CCCC1. The product is [N:1]1([C:9](=[O:10])[CH2:8][C:7](=[O:11])[CH3:6])[CH2:5][CH2:4][CH2:3][CH2:2]1. The yield is 0.810. (4) The reactants are C(OC([N:8]1[CH2:13][CH2:12][CH:11]([C:14]2[C:18]3[CH:19]=[N:20][C:21]([N:23]4[CH2:28][CH2:27][O:26][CH2:25][CH2:24]4)=[CH:22][C:17]=3[NH:16][CH:15]=2)[CH2:10][CH2:9]1)=O)(C)(C)C.C(O)(C(F)(F)F)=O.C(Cl)Cl. No catalyst specified. The product is [N:23]1([C:21]2[N:20]=[CH:19][C:18]3[C:14]([CH:11]4[CH2:12][CH2:13][NH:8][CH2:9][CH2:10]4)=[CH:15][NH:16][C:17]=3[CH:22]=2)[CH2:24][CH2:25][O:26][CH2:27][CH2:28]1. The yield is 1.00. (5) The reactants are [Si:1]([O:8][CH2:9][C@H:10]([OH:12])[CH3:11])([C:4]([CH3:7])([CH3:6])[CH3:5])([CH3:3])[CH3:2].O[C:14]1[CH:15]=[C:16]([CH:21]=[C:22]([O:24][C:25]2[CH:30]=[CH:29][C:28]([S:31]([CH3:34])(=[O:33])=[O:32])=[CH:27][CH:26]=2)[CH:23]=1)[C:17]([O:19][CH3:20])=[O:18].C1(P(C2C=CC=CC=2)C2C=CC=CC=2)C=CC=CC=1.CC(OC(/N=N/C(OC(C)C)=O)=O)C. The catalyst is C(Cl)Cl. The product is [Si:1]([O:8][CH2:9][C@H:10]([CH3:11])[O:12][C:14]1[CH:15]=[C:16]([CH:21]=[C:22]([O:24][C:25]2[CH:30]=[CH:29][C:28]([S:31]([CH3:34])(=[O:33])=[O:32])=[CH:27][CH:26]=2)[CH:23]=1)[C:17]([O:19][CH3:20])=[O:18])([C:4]([CH3:7])([CH3:6])[CH3:5])([CH3:3])[CH3:2]. The yield is 0.870.